Dataset: Full USPTO retrosynthesis dataset with 1.9M reactions from patents (1976-2016). Task: Predict the reactants needed to synthesize the given product. (1) The reactants are: [CH3:1][C:2]1[N:3]([CH:15]([CH:17]2[CH2:22][CH2:21][O:20][CH2:19][CH2:18]2)[CH3:16])[C:4]2[C:9]([C:10]=1[C:11]([O:13]C)=[O:12])=[CH:8][CH:7]=[CH:6][CH:5]=2.C(O)C.[OH-].[Na+]. Given the product [CH3:1][C:2]1[N:3]([CH:15]([CH:17]2[CH2:18][CH2:19][O:20][CH2:21][CH2:22]2)[CH3:16])[C:4]2[C:9]([C:10]=1[C:11]([OH:13])=[O:12])=[CH:8][CH:7]=[CH:6][CH:5]=2, predict the reactants needed to synthesize it. (2) Given the product [CH3:19][NH:18][C:16]([NH:15][C:11]1[CH:12]=[CH:13][CH:14]=[C:9]([B:4]2[O:5][C:6]([CH3:8])([CH3:7])[C:2]([CH3:24])([CH3:1])[O:3]2)[CH:10]=1)=[O:17], predict the reactants needed to synthesize it. The reactants are: [CH3:1][C:2]1([CH3:24])[C:6]([CH3:8])([CH3:7])[O:5][B:4]([C:9]2[CH:10]=[C:11]([NH:15][C:16]([NH:18][CH2:19]C(F)(F)F)=[O:17])[CH:12]=[CH:13][CH:14]=2)[O:3]1.FC(F)(F)CN. (3) Given the product [CH:13]1[C:12]2=[C:25]3[C:16](=[CH:9][CH:10]=[C:11]2[C:2]([C:3]2[C:8]4=[CH:37][CH:36]=[C:35]5[C:34]([CH:33]=[C:32]6[C:31]([CH:30]=[CH:29][CH:28]=[CH:27]6)=[CH:44]5)=[C:7]4[CH:6]=[CH:5][CH:4]=2)=[CH:15][CH:14]=1)[CH:17]=[C:18]1[C:23]([CH:22]=[CH:21][CH:20]=[CH:19]1)=[CH:24]3, predict the reactants needed to synthesize it. The reactants are: Br[C:2]1[C:3]2[C:8]([C:9]([C:16]3[CH:25]=[CH:24][C:23]4[C:18](=[CH:19][CH:20]=[CH:21][CH:22]=4)[CH:17]=3)=[C:10]3[C:15]=1[CH:14]=[CH:13][CH:12]=[CH:11]3)=[CH:7][CH:6]=[CH:5][CH:4]=2.Br[C:27]1[C:32]2=[CH:33][CH:34]=[C:35]3[C:44](C=C4[C:37](C=CC=C4)=[CH:36]3)=[C:31]2[CH:30]=[CH:29][CH:28]=1. (4) Given the product [OH:1][NH:2][C:3](=[O:29])[CH:4]=[CH:5][CH2:6][CH2:7][CH2:8][CH2:9][CH:10]([OH:21])[C:11]1[CH:20]=[CH:19][C:18]2[C:13](=[CH:14][CH:15]=[CH:16][CH:17]=2)[CH:12]=1, predict the reactants needed to synthesize it. The reactants are: [OH:1][NH:2][C:3](=[O:29])[CH:4]=[CH:5][CH2:6][CH2:7][CH2:8][CH2:9][CH:10]([O:21][Si](C(C)(C)C)(C)C)[C:11]1[CH:20]=[CH:19][C:18]2[C:13](=[CH:14][CH:15]=[CH:16][CH:17]=2)[CH:12]=1.Cl.C(OCC)(=O)C.O. (5) Given the product [CH2:12]([O:9][C:4]([CH3:5])([CH3:3])[CH2:6][CH:7]=[CH2:8])[CH:11]=[CH2:10], predict the reactants needed to synthesize it. The reactants are: [H-].[Na+].[CH3:3][C:4]([OH:9])([CH2:6][CH:7]=[CH2:8])[CH3:5].[CH2:10](Br)[CH:11]=[CH2:12].